Dataset: Catalyst prediction with 721,799 reactions and 888 catalyst types from USPTO. Task: Predict which catalyst facilitates the given reaction. (1) Reactant: Br[C:2]1[C:3]([NH2:8])=[N:4][CH:5]=[N:6][CH:7]=1.[B:9]1(B2OC(C)(C)C(C)(C)O2)[O:13]C(C)(C)C(C)(C)[O:10]1.C([O-])(=O)C.[K+].C(Cl)Cl. Product: [NH2:8][C:3]1[C:2]([B:9]([OH:13])[OH:10])=[CH:7][N:6]=[CH:5][N:4]=1. The catalyst class is: 6. (2) Reactant: C[Si]([N-][Si](C)(C)C)(C)C.[Li+].[Cl:11][C:12]1[CH:17]=[CH:16][C:15]([C:18]2[NH:27][C:26](=[O:28])[C:25]3[C:20](=[CH:21][C:22]([O:31][CH3:32])=[CH:23][C:24]=3[O:29][CH3:30])[N:19]=2)=[C:14](F)[CH:13]=1.[CH:34]([N:37]1[CH2:42][CH2:41][CH:40]([NH2:43])[CH2:39][CH2:38]1)([CH3:36])[CH3:35]. Product: [Cl:11][C:12]1[CH:17]=[CH:16][C:15]([C:18]2[NH:27][C:26](=[O:28])[C:25]3[C:20](=[CH:21][C:22]([O:31][CH3:32])=[CH:23][C:24]=3[O:29][CH3:30])[N:19]=2)=[C:14]([NH:43][CH:40]2[CH2:41][CH2:42][N:37]([CH:34]([CH3:36])[CH3:35])[CH2:38][CH2:39]2)[CH:13]=1. The catalyst class is: 598.